Dataset: Forward reaction prediction with 1.9M reactions from USPTO patents (1976-2016). Task: Predict the product of the given reaction. (1) Given the reactants [C:1]([CH:4]([CH2:9][CH2:10][CH3:11])[CH2:5][C:6](O)=[O:7])(=O)[CH3:2].[NH2:12][NH2:13].O, predict the reaction product. The product is: [CH3:2][C:1]1[CH:4]([CH2:9][CH2:10][CH3:11])[CH2:5][C:6](=[O:7])[NH:12][N:13]=1. (2) Given the reactants CO[C:3](=[O:24])[C:4]1[CH:9]=[CH:8][CH:7]=[CH:6][C:5]=1[NH:10][C:11](=[O:23])[CH:12]([C:14]1[CH:19]=[CH:18][C:17]([OH:20])=[C:16]([O:21][CH3:22])[CH:15]=1)[CH3:13].[Li+].C[Si]([N-][Si](C)(C)C)(C)C.CCCCCC, predict the reaction product. The product is: [OH:20][C:17]1[CH:18]=[CH:19][C:14]([C:12]2([CH3:13])[C:3](=[O:24])[C:4]3[C:5](=[CH:6][CH:7]=[CH:8][CH:9]=3)[NH:10][C:11]2=[O:23])=[CH:15][C:16]=1[O:21][CH3:22]. (3) Given the reactants C(OC(=O)[NH:7][CH2:8][C:9]1[CH:14]=[CH:13][C:12]([C:15]2[C:16]([O:23][CH3:24])=[N:17][CH:18]=[C:19]([C:21]#[N:22])[CH:20]=2)=[CH:11][CH:10]=1)(C)(C)C.FC(F)(F)C(O)=O, predict the reaction product. The product is: [NH2:7][CH2:8][C:9]1[CH:10]=[CH:11][C:12]([C:15]2[C:16]([O:23][CH3:24])=[N:17][CH:18]=[C:19]([CH:20]=2)[C:21]#[N:22])=[CH:13][CH:14]=1. (4) The product is: [C:17]([O:21][C:22](=[O:23])[NH:24][CH:25]([CH3:28])[CH:26]([OH:27])[CH2:6][O:7][CH3:8])([CH3:20])([CH3:19])[CH3:18]. Given the reactants C([Sn](CCCC)(CCCC)[CH2:6][O:7][CH3:8])CCC.[C:17]([O:21][C:22]([NH:24][CH:25]([CH3:28])[CH:26]=[O:27])=[O:23])([CH3:20])([CH3:19])[CH3:18].[Cl-].[NH4+], predict the reaction product. (5) Given the reactants [CH3:1][O:2][C:3]1[CH:4]=[CH:5][C:6]([NH:11][C:12]2[C:13]3[N:14]([CH:27]=[CH:28][N:29]=3)[N:15]=[C:16]([C:18]3[CH:19]=[C:20]([CH:24]=[CH:25][CH:26]=3)[C:21]([OH:23])=O)[CH:17]=2)=[N:7][C:8]=1[O:9][CH3:10].[NH2:30][C:31]1[CH:32]=[C:33]2[C:37](=[CH:38][CH:39]=1)[NH:36][C:35](=[O:40])[CH2:34]2.CN1C=CN=C1.CCN=C=NCCCN(C)C.[ClH:58], predict the reaction product. The product is: [ClH:58].[CH3:1][O:2][C:3]1[CH:4]=[CH:5][C:6]([NH:11][C:12]2[C:13]3[N:14]([CH:27]=[CH:28][N:29]=3)[N:15]=[C:16]([C:18]3[CH:19]=[C:20]([CH:24]=[CH:25][CH:26]=3)[C:21]([NH:30][C:31]3[CH:32]=[C:33]4[C:37](=[CH:38][CH:39]=3)[NH:36][C:35](=[O:40])[CH2:34]4)=[O:23])[CH:17]=2)=[N:7][C:8]=1[O:9][CH3:10]. (6) Given the reactants [CH3:1][C:2]1[S:6][C:5]([C:7]2[CH:12]=[CH:11][CH:10]=[CH:9][CH:8]=2)=[N:4][C:3]=1[CH2:13][O:14][C:15]1[CH:30]=[CH:29][C:18]([CH2:19][O:20][C:21]2[N:28]=[CH:27][CH:26]=[CH:25][C:22]=2[CH:23]=[O:24])=[CH:17][CH:16]=1.O1CCCC1.C(O)C.[BH4-].[Na+], predict the reaction product. The product is: [CH3:1][C:2]1[S:6][C:5]([C:7]2[CH:8]=[CH:9][CH:10]=[CH:11][CH:12]=2)=[N:4][C:3]=1[CH2:13][O:14][C:15]1[CH:30]=[CH:29][C:18]([CH2:19][O:20][C:21]2[C:22]([CH2:23][OH:24])=[CH:25][CH:26]=[CH:27][N:28]=2)=[CH:17][CH:16]=1. (7) Given the reactants [CH:1]1([C:4]2[O:5][C:6]3[C:7](=[C:9]([C:26]#[N:27])[C:10]([CH3:25])=[C:11]([C:19]4[CH:24]=[CH:23][CH:22]=[CH:21][CH:20]=4)[C:12]=3[CH:13]3[CH2:17][CH2:16][C:15](=O)[CH2:14]3)[N:8]=2)[CH2:3][CH2:2]1.[CH3:28][NH:29][CH3:30].C(O)(=O)C.C([BH3-])#N.[Na+].C(=O)([O-])O.[Na+], predict the reaction product. The product is: [NH3:8].[CH3:4][OH:5].[CH:1]1([C:4]2[O:5][C:6]3[C:7](=[C:9]([C:26]#[N:27])[C:10]([CH3:25])=[C:11]([C:19]4[CH:20]=[CH:21][CH:22]=[CH:23][CH:24]=4)[C:12]=3[C@@H:13]3[CH2:17][CH2:16][C@@H:15]([N:29]([CH3:30])[CH3:28])[CH2:14]3)[N:8]=2)[CH2:3][CH2:2]1. (8) The product is: [CH2:4]([N:6]([CH2:32][CH3:33])[CH2:7][CH2:8][S:9][C:10]1[CH:15]=[CH:14][C:13](/[CH:16]=[CH:17]/[C:18]([NH:35][OH:34])=[O:19])=[CH:12][C:11]=1[NH:22][CH2:23][CH2:24][CH2:25][C:26]1[CH:31]=[CH:30][CH:29]=[CH:28][CH:27]=1)[CH3:5]. Given the reactants C[O-].[Na+].[CH2:4]([N:6]([CH2:32][CH3:33])[CH2:7][CH2:8][S:9][C:10]1[CH:15]=[CH:14][C:13](/[CH:16]=[CH:17]/[C:18](OC)=[O:19])=[CH:12][C:11]=1[NH:22][CH2:23][CH2:24][CH2:25][C:26]1[CH:31]=[CH:30][CH:29]=[CH:28][CH:27]=1)[CH3:5].[OH:34][NH:35]Cl.Cl.CO, predict the reaction product. (9) Given the reactants Cl[C:2]1[C:3](=[O:15])[N:4](C2CCCCO2)[N:5]=[CH:6][C:7]=1Cl.[F:16][C:17]([F:27])([F:26])[O:18][C:19]1[CH:24]=[CH:23][CH:22]=[CH:21][C:20]=1[OH:25].C[O:29][C:30](=[O:39])[CH:31](Br)[CH2:32][CH:33]1[CH2:37][CH2:36][CH2:35][CH2:34]1, predict the reaction product. The product is: [CH:33]1([CH2:32][CH:31]([N:4]2[C:3](=[O:15])[CH:2]=[C:7]([O:25][C:20]3[CH:21]=[CH:22][CH:23]=[CH:24][C:19]=3[O:18][C:17]([F:26])([F:27])[F:16])[CH:6]=[N:5]2)[C:30]([OH:29])=[O:39])[CH2:37][CH2:36][CH2:35][CH2:34]1. (10) Given the reactants COC1C=C(OC)C=CC=1C[N:6]1[C:15]2[C:10](=[CH:11][C:12]([F:21])=[C:13]([C:16]3[O:17][CH:18]=[CH:19][CH:20]=3)[N:14]=2)[C:9](=[O:22])[C:8]([C:23]([OH:25])=[O:24])=[CH:7]1, predict the reaction product. The product is: [F:21][C:12]1[CH:11]=[C:10]2[C:15](=[N:14][C:13]=1[C:16]1[O:17][CH:18]=[CH:19][CH:20]=1)[NH:6][CH:7]=[C:8]([C:23]([OH:25])=[O:24])[C:9]2=[O:22].